From a dataset of Reaction yield outcomes from USPTO patents with 853,638 reactions. Predict the reaction yield, written as a fraction of the theoretical maximum amount of product (1.0 means a 100% yield; for example, 0.34 means a 34% yield). (1) The reactants are [CH3:1][CH:2]([C:4]1[CH:10]=[CH:9][C:7]([NH2:8])=[CH:6][CH:5]=1)[CH3:3].S(=O)(=O)(O)O.[N+:16]([O-])([OH:18])=[O:17]. No catalyst specified. The product is [N+:16]([C:5]1[CH:6]=[C:7]([CH:9]=[CH:10][C:4]=1[CH:2]([CH3:3])[CH3:1])[NH2:8])([O-:18])=[O:17]. The yield is 0.710. (2) The reactants are [CH2:1]([OH:3])[CH3:2].[NH:4]1[C:12]2[C:7](=[CH:8][CH:9]=[CH:10][CH:11]=2)[CH:6]=[C:5]1[C:13]#[N:14].[ClH:15]. No catalyst specified. The product is [ClH:15].[CH2:1]([O:3][C:13]([C:5]1[NH:4][C:12]2[C:7]([CH:6]=1)=[CH:8][CH:9]=[CH:10][CH:11]=2)=[NH:14])[CH3:2]. The yield is 0.820. (3) The reactants are [NH:1]1[CH2:4][CH2:3][C:2]1=[O:5].I[C:7]1[CH:8]=[C:9]([CH3:14])[CH:10]=[C:11]([CH3:13])[CH:12]=1. No catalyst specified. The product is [CH3:14][C:9]1[CH:8]=[C:7]([N:1]2[CH2:4][CH2:3][C:2]2=[O:5])[CH:12]=[C:11]([CH3:13])[CH:10]=1. The yield is 0.950. (4) The reactants are [H-].[Na+].C[O:4][C:5](=O)[C:6]([CH3:27])([CH3:26])[CH2:7][O:8][Si:9]([C:22]([CH3:25])([CH3:24])[CH3:23])([C:16]1[CH:21]=[CH:20][CH:19]=[CH:18][CH:17]=1)[C:10]1[CH:15]=[CH:14][CH:13]=[CH:12][CH:11]=1.[C:29](#[N:31])[CH3:30].Cl. The product is [C:22]([Si:9]([C:10]1[CH:15]=[CH:14][CH:13]=[CH:12][CH:11]=1)([C:16]1[CH:21]=[CH:20][CH:19]=[CH:18][CH:17]=1)[O:8][CH2:7][C:6]([CH3:27])([CH3:26])[C:5](=[O:4])[CH2:30][C:29]#[N:31])([CH3:25])([CH3:23])[CH3:24]. The catalyst is C1(C)C=CC=CC=1. The yield is 0.250. (5) The reactants are [CH3:1][C:2]1[S:6][C:5]2[NH:7][C:8]3[CH:9]=[CH:10][CH:11]=[CH:12][C:13]=3[N:14]=[C:15]([N:16]3[CH2:21][CH2:20][N:19]([CH3:22])[CH2:18][CH2:17]3)[C:4]=2[CH:3]=1.C(N(CC)CC)C.Cl[C:31]([O:33][CH:34]([Cl:36])[CH3:35])=[O:32]. The catalyst is ClCCl. The product is [CH3:1][C:2]1[S:6][C:5]2=[N:7][C:8]3[CH:9]=[CH:10][CH:11]=[CH:12][C:13]=3[N:14]([C:31]([O:33][CH:34]([Cl:36])[CH3:35])=[O:32])[C:15]([N:16]3[CH2:17][CH2:18][N:19]([CH3:22])[CH2:20][CH2:21]3)=[C:4]2[CH:3]=1. The yield is 0.580. (6) The reactants are [Cl:1][C:2]1[CH:7]=[CH:6][C:5]([C:8]2[C:12]([CH2:13][O:14][C:15]3[CH:23]=[CH:22][C:18]([C:19]([OH:21])=O)=[CH:17][N:16]=3)=[CH:11][O:10][N:9]=2)=[CH:4][CH:3]=1.CC1ON=C(C2C=CC=CC=2)C=1COC1C=CC(C(O)=O)=CN=1.[CH2:47]([CH2:49][NH2:50])[OH:48]. No catalyst specified. The product is [Cl:1][C:2]1[CH:3]=[CH:4][C:5]([C:8]2[C:12]([CH2:13][O:14][C:15]3[CH:23]=[CH:22][C:18]([C:19]([NH:50][CH2:49][CH2:47][OH:48])=[O:21])=[CH:17][N:16]=3)=[CH:11][O:10][N:9]=2)=[CH:6][CH:7]=1. The yield is 0.700.